Dataset: NCI-60 drug combinations with 297,098 pairs across 59 cell lines. Task: Regression. Given two drug SMILES strings and cell line genomic features, predict the synergy score measuring deviation from expected non-interaction effect. (1) Drug 1: CC(C)NC(=O)C1=CC=C(C=C1)CNNC.Cl. Drug 2: C1CNP(=O)(OC1)N(CCCl)CCCl. Cell line: MDA-MB-231. Synergy scores: CSS=0.930, Synergy_ZIP=-1.63, Synergy_Bliss=-5.49, Synergy_Loewe=-2.14, Synergy_HSA=-4.74. (2) Drug 1: C1CN1C2=NC(=NC(=N2)N3CC3)N4CC4. Cell line: HCT116. Drug 2: CN(C)C1=NC(=NC(=N1)N(C)C)N(C)C. Synergy scores: CSS=39.5, Synergy_ZIP=4.97, Synergy_Bliss=4.37, Synergy_Loewe=-1.17, Synergy_HSA=-0.968. (3) Drug 2: CC1=C(C(CCC1)(C)C)C=CC(=CC=CC(=CC(=O)O)C)C. Drug 1: CC1=C2C(C(=O)C3(C(CC4C(C3C(C(C2(C)C)(CC1OC(=O)C(C(C5=CC=CC=C5)NC(=O)OC(C)(C)C)O)O)OC(=O)C6=CC=CC=C6)(CO4)OC(=O)C)OC)C)OC. Cell line: SK-MEL-5. Synergy scores: CSS=56.2, Synergy_ZIP=12.4, Synergy_Bliss=15.3, Synergy_Loewe=-9.82, Synergy_HSA=16.2.